This data is from Reaction yield outcomes from USPTO patents with 853,638 reactions. The task is: Predict the reaction yield, written as a fraction of the theoretical maximum amount of product (1.0 means a 100% yield; for example, 0.34 means a 34% yield). (1) The reactants are Br[C:2]1[S:3][CH:4]=[C:5]([Br:7])[CH:6]=1.[CH:8]([C:11]1[CH:16]=[CH:15][C:14](B(O)O)=[CH:13][CH:12]=1)([CH3:10])[CH3:9].C([O-])([O-])=O.[Na+].[Na+]. The catalyst is C(O)C.C1(C)C=CC=CC=1.O. The product is [Br:7][C:5]1[CH:6]=[C:2]([C:14]2[CH:15]=[CH:16][C:11]([CH:8]([CH3:10])[CH3:9])=[CH:12][CH:13]=2)[S:3][CH:4]=1. The yield is 0.360. (2) The reactants are Br[C:2]1[CH:3]=[C:4]([C:8]2[N:9]=[C:10]([C:17]([O:19][CH2:20][CH3:21])=[O:18])[C:11]3[CH2:16][CH2:15][CH2:14][C:12]=3[N:13]=2)[CH:5]=[CH:6][CH:7]=1.[C:22]([C@:24]1([OH:31])[CH2:28][CH2:27][N:26]([CH3:29])[C:25]1=[O:30])#[CH:23]. No catalyst specified. The product is [OH:31][C@@:24]1([C:22]#[C:23][C:2]2[CH:3]=[C:4]([C:8]3[N:9]=[C:10]([C:17]([O:19][CH2:20][CH3:21])=[O:18])[C:11]4[CH2:16][CH2:15][CH2:14][C:12]=4[N:13]=3)[CH:5]=[CH:6][CH:7]=2)[CH2:28][CH2:27][N:26]([CH3:29])[C:25]1=[O:30]. The yield is 0.940. (3) The product is [Br:13][CH2:14][CH2:15][CH2:16][O:10][C:6]1[CH:5]=[C:4]([CH:9]=[CH:8][CH:7]=1)[N:3]([CH2:1][CH3:2])[CH2:11][CH3:12]. The yield is 0.174. The catalyst is C(#N)C. The reactants are [CH2:1]([N:3]([CH2:11][CH3:12])[C:4]1[CH:5]=[C:6]([OH:10])[CH:7]=[CH:8][CH:9]=1)[CH3:2].[Br:13][CH2:14][CH2:15][CH2:16]Br.C([O-])([O-])=O.[Cs+].[Cs+]. (4) The reactants are [C:1]([O:5][C:6]([N:8]1[CH2:13][CH:12]=[C:11]([C:14]2[CH:19]=[CH:18][C:17]([C:20]3[N:25]([CH2:26][C:27]4[CH:32]=[CH:31][C:30]([O:33][CH3:34])=[CH:29][C:28]=4[O:35][CH3:36])[C:24](=[O:37])[C:23]([C:38]([O:40][CH3:41])=[O:39])=[C:22]([O:42]COC)[C:21]=3[CH2:46][CH3:47])=[CH:16][CH:15]=2)[CH2:10][CH2:9]1)=[O:7])([CH3:4])([CH3:3])[CH3:2]. The catalyst is C(OCC)(=O)C.CO.[Pd]. The product is [C:1]([O:5][C:6]([N:8]1[CH2:13][CH2:12][CH:11]([C:14]2[CH:19]=[CH:18][C:17]([C:20]3[N:25]([CH2:26][C:27]4[CH:32]=[CH:31][C:30]([O:33][CH3:34])=[CH:29][C:28]=4[O:35][CH3:36])[C:24](=[O:37])[C:23]([C:38]([O:40][CH3:41])=[O:39])=[C:22]([OH:42])[C:21]=3[CH2:46][CH3:47])=[CH:16][CH:15]=2)[CH2:10][CH2:9]1)=[O:7])([CH3:4])([CH3:3])[CH3:2]. The yield is 0.920. (5) The reactants are [OH:1][B:2]1[C:6]2[CH:7]=[CH:8][C:9](/[CH:11]=[N:12]/[OH:13])=[CH:10][C:5]=2[C:4]([CH3:15])([CH3:14])[O:3]1.C1C(=O)N(Cl)C(=O)C1.[Cl:24][C:25]1[CH:30]=[C:29]([C:31]([CH2:33][F:34])=[CH2:32])[CH:28]=[C:27]([Cl:35])[C:26]=1[Cl:36].Cl. The catalyst is CN(C=O)C.CC(=O)OCC.O. The product is [F:34][CH2:33][C:31]1([C:29]2[CH:28]=[C:27]([Cl:35])[C:26]([Cl:36])=[C:25]([Cl:24])[CH:30]=2)[O:13][N:12]=[C:11]([C:9]2[CH:8]=[CH:7][C:6]3[B:2]([OH:1])[O:3][C:4]([CH3:15])([CH3:14])[C:5]=3[CH:10]=2)[CH2:32]1. The yield is 0.410. (6) The reactants are [O:1]([C:8]1[CH:13]=[CH:12][C:11]([NH:14][C:15]2[N:20]=[CH:19][N:18]=[C:17]([NH:21][CH:22]3[CH2:27][CH2:26][CH2:25][N:24](C(OC(C)(C)C)=O)[CH2:23]3)[CH:16]=2)=[CH:10][CH:9]=1)[C:2]1[CH:7]=[CH:6][CH:5]=[CH:4][CH:3]=1.C(O)(C(F)(F)F)=O. The catalyst is C(Cl)Cl. The product is [O:1]([C:8]1[CH:9]=[CH:10][C:11]([NH:14][C:15]2[CH:16]=[C:17]([NH:21][CH:22]3[CH2:27][CH2:26][CH2:25][NH:24][CH2:23]3)[N:18]=[CH:19][N:20]=2)=[CH:12][CH:13]=1)[C:2]1[CH:7]=[CH:6][CH:5]=[CH:4][CH:3]=1. The yield is 0.810. (7) The reactants are N[C:2]1[CH:3]=[C:4]([NH:12][C:13]([C:15]2[C:24](=[O:25])[C:23]3[C:18](=[CH:19][CH:20]=[CH:21][CH:22]=3)[NH:17][CH:16]=2)=[O:14])[CH:5]=[CH:6][C:7]=1[C:8]([CH3:11])([CH3:10])[CH3:9].[C:26](O)(=O)C.C=O.[C:32]([BH3-])#[N:33].[Na+]. The catalyst is C(Cl)Cl.CO.CCOCC. The product is [CH3:26][N:33]([CH3:32])[C:2]1[CH:3]=[C:4]([NH:12][C:13]([C:15]2[C:24](=[O:25])[C:23]3[C:18](=[CH:19][CH:20]=[CH:21][CH:22]=3)[NH:17][CH:16]=2)=[O:14])[CH:5]=[CH:6][C:7]=1[C:8]([CH3:11])([CH3:10])[CH3:9]. The yield is 0.170. (8) The reactants are [Br:1][C:2]1[CH:7]=[CH:6][C:5]([C:8]2(O)[CH2:13][CH2:12][NH:11][CH2:10][CH2:9]2)=[CH:4][CH:3]=1.[Cl-:15].[Al+3].[Cl-].[Cl-]. The catalyst is ClC1C=CC=CC=1. The product is [Br:1][C:2]1[CH:7]=[CH:6][C:5]([C:8]2([C:2]3[CH:7]=[CH:6][C:5]([Cl:15])=[CH:4][CH:3]=3)[CH2:13][CH2:12][NH:11][CH2:10][CH2:9]2)=[CH:4][CH:3]=1. The yield is 0.920. (9) The reactants are [NH2:1][C:2]1[CH:11]=[CH:10][C:9]2[NH:8][CH:7]=[C:6]3[C:12](=[O:21])[N:13]([C:15]4[CH:20]=[CH:19][CH:18]=[CH:17][CH:16]=4)[N:14]=[C:5]3[C:4]=2[CH:3]=1.Cl.Cl[CH2:24][CH2:25][NH:26][CH2:27][CH2:28]Cl. The catalyst is ClC1C=CC=CC=1. The product is [C:15]1([N:13]2[C:12](=[O:21])[C:6]3=[CH:7][NH:8][C:9]4[CH:10]=[CH:11][C:2]([N:1]5[CH2:28][CH2:27][NH:26][CH2:25][CH2:24]5)=[CH:3][C:4]=4[C:5]3=[N:14]2)[CH:20]=[CH:19][CH:18]=[CH:17][CH:16]=1. The yield is 0.750. (10) The reactants are [Cl:1]/[C:2](=[CH:10]\[C:11]1[CH:16]=[CH:15][C:14]([O:17]COC)=[CH:13][CH:12]=1)/[C:3]([O:5]C(C)(C)C)=[O:4].FC(F)(F)C([O-])=O. The catalyst is ClCCl. The product is [Cl:1]/[C:2](=[CH:10]\[C:11]1[CH:12]=[CH:13][C:14]([OH:17])=[CH:15][CH:16]=1)/[C:3]([OH:5])=[O:4]. The yield is 0.870.